This data is from Full USPTO retrosynthesis dataset with 1.9M reactions from patents (1976-2016). The task is: Predict the reactants needed to synthesize the given product. (1) Given the product [CH3:23][S:24][C:7]1[CH:12]=[CH:11][C:10]([CH:13]2[O:14][CH2:15][CH2:16][O:17]2)=[CH:9][C:8]=1[N+:18]([O-:20])=[O:19], predict the reactants needed to synthesize it. The reactants are: FC(F)(F)S(O[C:7]1[CH:12]=[CH:11][C:10]([CH:13]2[O:17][CH2:16][CH2:15][O:14]2)=[CH:9][C:8]=1[N+:18]([O-:20])=[O:19])(=O)=O.[CH3:23][S-:24].[Na+].O. (2) Given the product [OH:1][C:2]1[C:3]2[O:19][N:18]=[C:17]([C:20]3[CH:25]=[CH:24][CH:23]=[CH:22][CH:21]=3)[C:4]=2[C:5]([C:13]([F:14])([F:15])[F:16])=[N:6][C:7]=1[C:8]([NH:26][CH2:27][C:28]([OH:30])=[O:29])=[O:9], predict the reactants needed to synthesize it. The reactants are: [OH:1][C:2]1[C:3]2[O:19][N:18]=[C:17]([C:20]3[CH:25]=[CH:24][CH:23]=[CH:22][CH:21]=3)[C:4]=2[C:5]([C:13]([F:16])([F:15])[F:14])=[N:6][C:7]=1[C:8](OCC)=[O:9].[NH2:26][CH2:27][C:28]([OH:30])=[O:29].[O-]CC.[Na+].Cl.